From a dataset of Full USPTO retrosynthesis dataset with 1.9M reactions from patents (1976-2016). Predict the reactants needed to synthesize the given product. (1) Given the product [Cl:11][C:12]1[N:13]=[CH:14][N:15]=[C:16]([O:10][C:7]2[CH:6]=[CH:5][C:4]([NH2:3])=[N:9][CH:8]=2)[CH:17]=1, predict the reactants needed to synthesize it. The reactants are: [H-].[Na+].[NH2:3][C:4]1[N:9]=[CH:8][C:7]([OH:10])=[CH:6][CH:5]=1.[Cl:11][C:12]1[CH:17]=[C:16](Cl)[N:15]=[CH:14][N:13]=1.O. (2) Given the product [CH2:20]=[C:21]([C:26]([O:8][C:7]1[C:6]([F:9])=[C:5]([F:10])[C:4]([F:11])=[C:3]([F:12])[C:2]=1[F:1])([F:28])[F:27])[C:22]([F:25])([F:24])[F:23], predict the reactants needed to synthesize it. The reactants are: [F:1][C:2]1[C:7]([OH:8])=[C:6]([F:9])[C:5]([F:10])=[C:4]([F:11])[C:3]=1[F:12].C(N(CC)CC)C.[CH2:20]=[C:21]([C:26](OS(F)(=O)=O)([F:28])[F:27])[C:22]([F:25])([F:24])[F:23].